Dataset: Forward reaction prediction with 1.9M reactions from USPTO patents (1976-2016). Task: Predict the product of the given reaction. (1) Given the reactants N12CCN(CC1)CC2.[Cl:9][C:10]1[CH:15]=[CH:14][C:13]([NH:16][C:17](=[O:27])/[CH:18]=[CH:19]/[C:20]2[CH:25]=[CH:24][CH:23]=[C:22]([OH:26])[CH:21]=2)=[CH:12][C:11]=1[C:28]([F:31])([F:30])[F:29].Cl[C:33]1[N:41]=[CH:40][N:39]=[C:38]2[C:34]=1[N:35]=[CH:36][NH:37]2, predict the reaction product. The product is: [Cl:9][C:10]1[CH:15]=[CH:14][C:13]([NH:16][C:17](=[O:27])/[CH:18]=[CH:19]/[C:20]2[CH:25]=[CH:24][CH:23]=[C:22]([O:26][C:33]3[N:41]=[CH:40][N:39]=[C:38]4[C:34]=3[N:35]=[CH:36][NH:37]4)[CH:21]=2)=[CH:12][C:11]=1[C:28]([F:29])([F:30])[F:31]. (2) Given the reactants Br[C:2]1[C:7]([F:8])=[CH:6][C:5]([C:9]2[C:18]3[C:13](=[CH:14][C:15]([S:19]([NH:22][C:23]4[CH:27]=[CH:26][O:25][N:24]=4)(=[O:21])=[O:20])=[CH:16][CH:17]=3)[CH:12]=[N:11][N:10]=2)=[C:4]([O:28][CH3:29])[CH:3]=1.C(=O)([O-])[O-].[K+].[K+].B(O)(O)[C:37]1[CH:42]=[CH:41][CH:40]=[C:39]([C:43]([F:46])([F:45])[F:44])[CH:38]=1, predict the reaction product. The product is: [F:8][C:7]1[CH:6]=[C:5]([C:9]2[C:18]3[C:13](=[CH:14][C:15]([S:19]([NH:22][C:23]4[CH:27]=[CH:26][O:25][N:24]=4)(=[O:20])=[O:21])=[CH:16][CH:17]=3)[CH:12]=[N:11][N:10]=2)[C:4]([O:28][CH3:29])=[CH:3][C:2]=1[C:37]1[CH:42]=[CH:41][CH:40]=[C:39]([C:43]([F:46])([F:45])[F:44])[CH:38]=1.